Dataset: HIV replication inhibition screening data with 41,000+ compounds from the AIDS Antiviral Screen. Task: Binary Classification. Given a drug SMILES string, predict its activity (active/inactive) in a high-throughput screening assay against a specified biological target. The molecule is CCCOc1cnc(C2CCC3C4CC=C5CC(O)CCC5(C)C4CCC23C)s1. The result is 0 (inactive).